This data is from Aqueous solubility values for 9,982 compounds from the AqSolDB database. The task is: Regression/Classification. Given a drug SMILES string, predict its absorption, distribution, metabolism, or excretion properties. Task type varies by dataset: regression for continuous measurements (e.g., permeability, clearance, half-life) or binary classification for categorical outcomes (e.g., BBB penetration, CYP inhibition). For this dataset (solubility_aqsoldb), we predict Y. (1) The molecule is COc1cc([N+](=O)[O-])c2c(c1OC)C(=O)OC2. The Y is -3.21 log mol/L. (2) The drug is C=C(C)C1CCC(C)(O)C(O)C1. The Y is -0.231 log mol/L.